From a dataset of Full USPTO retrosynthesis dataset with 1.9M reactions from patents (1976-2016). Predict the reactants needed to synthesize the given product. (1) Given the product [Cl:8][C:5]1[CH:6]=[CH:7][C:2]([N:13]2[CH2:17][CH2:16][C@H:15]([OH:18])[CH2:14]2)=[C:3]([C:9]([F:12])([F:11])[F:10])[CH:4]=1, predict the reactants needed to synthesize it. The reactants are: Br[C:2]1[CH:7]=[CH:6][C:5]([Cl:8])=[CH:4][C:3]=1[C:9]([F:12])([F:11])[F:10].[NH:13]1[CH2:17][CH2:16][C@H:15]([OH:18])[CH2:14]1.C1(P(C2C=CC=CC=2)C2C=CC3C(=CC=CC=3)C=2C2C3C(=CC=CC=3)C=CC=2P(C2C=CC=CC=2)C2C=CC=CC=2)C=CC=CC=1.C(=O)([O-])[O-].[Cs+].[Cs+]. (2) Given the product [CH3:34][C:17]([CH3:18])([CH3:19])[CH2:16][N:15]1[C:10]2[C:11](=[N:12][C:7]([C:5]3[CH:4]4[CH2:24][CH2:25][CH:1]([CH:6]=3)[N:2]([C:31]([C:28]3[CH:29]=[CH:30][O:26][N:27]=3)=[O:33])[CH2:3]4)=[CH:8][CH:9]=2)[N:13]([CH3:23])[C:14]1=[O:22], predict the reactants needed to synthesize it. The reactants are: [CH:1]12[CH2:25][CH2:24][CH:4]([C:5]([C:7]3[N:12]=[C:11]4[N:13]([CH3:23])[C:14](=[O:22])[N:15]([CH2:16][CH:17]5[CH2:19][C:18]5(F)F)[C:10]4=[CH:9][CH:8]=3)=[CH:6]1)[CH2:3][NH:2]2.[O:26]1[CH:30]=[CH:29][C:28]([C:31]([OH:33])=O)=[N:27]1.[CH3:34]CN(C(C)C)C(C)C.CN(C(ON1N=NC2C=CC=NC1=2)=[N+](C)C)C.F[P-](F)(F)(F)(F)F.